Dataset: Forward reaction prediction with 1.9M reactions from USPTO patents (1976-2016). Task: Predict the product of the given reaction. (1) Given the reactants [NH2:1][C@H:2]([C:4]1[N:9]([C:10]2[CH:15]=[CH:14][CH:13]=[CH:12][CH:11]=2)[C:8](=[O:16])[C:7]2=[C:17]([CH3:20])[CH:18]=[CH:19][N:6]2[N:5]=1)[CH3:3].[NH2:21][C:22]1[C:27]([C:28]([O:30][C:31]2[CH:36]=[CH:35][C:34]([S:37](=[O:41])(=[O:40])[NH:38][CH3:39])=[CH:33][CH:32]=2)=[O:29])=[C:26](Cl)[N:25]=[CH:24][N:23]=1.CCN(C(C)C)C(C)C.[F-].[Cs+], predict the reaction product. The product is: [NH2:21][C:22]1[C:27]([C:28]([O:30][C:31]2[CH:32]=[CH:33][C:34]([S:37](=[O:41])(=[O:40])[NH:38][CH3:39])=[CH:35][CH:36]=2)=[O:29])=[C:26]([NH:1][C@H:2]([C:4]2[N:9]([C:10]3[CH:15]=[CH:14][CH:13]=[CH:12][CH:11]=3)[C:8](=[O:16])[C:7]3=[C:17]([CH3:20])[CH:18]=[CH:19][N:6]3[N:5]=2)[CH3:3])[N:25]=[CH:24][N:23]=1. (2) Given the reactants Cl[C:2]1[N:3]=[C:4]([O:13][C@@H:14]([C@@H:16]2[CH2:20][C:19](=[O:21])[NH:18][CH2:17]2)[CH3:15])[C:5]2[N:6]([N:8]=[CH:9][C:10]=2[C:11]#[N:12])[CH:7]=1.[CH3:22][O:23][C:24]1[CH:25]=[C:26](B(O)O)[CH:27]=[CH:28][C:29]=1[O:30][CH3:31].[O-]P([O-])([O-])=O.[K+].[K+].[K+].O, predict the reaction product. The product is: [CH3:22][O:23][C:24]1[CH:25]=[C:26]([C:2]2[N:3]=[C:4]([O:13][C@@H:14]([C@@H:16]3[CH2:20][C:19](=[O:21])[NH:18][CH2:17]3)[CH3:15])[C:5]3[N:6]([N:8]=[CH:9][C:10]=3[C:11]#[N:12])[CH:7]=2)[CH:27]=[CH:28][C:29]=1[O:30][CH3:31]. (3) Given the reactants [OH:1][CH2:2][CH2:3][N:4]1[CH:13]=[CH:12][C:11]2[C:6](=[CH:7][CH:8]=[CH:9][C:10]=2[N+:14]([O-])=O)[C:5]1=[O:17].CO.[H][H], predict the reaction product. The product is: [NH2:14][C:10]1[CH:9]=[CH:8][CH:7]=[C:6]2[C:11]=1[CH:12]=[CH:13][N:4]([CH2:3][CH2:2][OH:1])[C:5]2=[O:17]. (4) Given the reactants [Cl:1][C:2]1[CH:3]=[CH:4][C:5]([N+:15]([O-])=O)=[C:6]([C:8]2[CH:13]=[CH:12][C:11]([F:14])=[CH:10][CH:9]=2)[CH:7]=1.[Cl-].[NH4+].C(OCC)(=O)C, predict the reaction product. The product is: [Cl:1][C:2]1[CH:7]=[C:6]([C:8]2[CH:13]=[CH:12][C:11]([F:14])=[CH:10][CH:9]=2)[C:5]([NH2:15])=[CH:4][CH:3]=1. (5) Given the reactants [CH:1]1([N:6]2[CH2:12][C:11]([F:14])([F:13])[C:10](=[O:15])[N:9]([CH3:16])[C:8]3[CH:17]=[N:18][C:19]([NH:21][C:22]4[CH:30]=[CH:29][C:25]([C:26](O)=[O:27])=[CH:24][C:23]=4[O:31][CH3:32])=[N:20][C:7]2=3)[CH2:5][CH2:4][CH2:3][CH2:2]1.F[P-](F)(F)(F)(F)F.CN(C(N(C)C)=[N+]1[C:52]2[C:47](=NC=CC=2)[N+:46]([O-])=N1)C.ON1C2C=CC=CC=2N=N1.C(N(C(C)C)CC)(C)C.[C:76](=O)(O)[O-:77].[Na+], predict the reaction product. The product is: [CH:1]1([N:6]2[CH2:12][C:11]([F:13])([F:14])[C:10](=[O:15])[N:9]([CH3:16])[C:8]3[CH:17]=[N:18][C:19]([NH:21][C:22]4[CH:30]=[CH:29][C:25]([C:26]([NH:46][CH2:47][CH2:52][O:77][CH3:76])=[O:27])=[CH:24][C:23]=4[O:31][CH3:32])=[N:20][C:7]2=3)[CH2:2][CH2:3][CH2:4][CH2:5]1. (6) Given the reactants [CH3:1][CH:2]([OH:6])[C:3]#[C:4][CH3:5].CC(C)([O-])C.[K+].Cl[C:14]1[N:15]=[CH:16][C:17]([C:20]([OH:22])=[O:21])=[N:18][CH:19]=1.Cl, predict the reaction product. The product is: [CH3:1][CH:2]([O:6][C:14]1[N:15]=[CH:16][C:17]([C:20]([OH:22])=[O:21])=[N:18][CH:19]=1)[C:3]#[C:4][CH3:5].